From a dataset of Full USPTO retrosynthesis dataset with 1.9M reactions from patents (1976-2016). Predict the reactants needed to synthesize the given product. (1) Given the product [CH3:1][O:2][C:3]1[CH:4]=[C:5]([NH2:10])[C:6]([NH2:9])=[CH:7][CH:8]=1, predict the reactants needed to synthesize it. The reactants are: [CH3:1][O:2][C:3]1[CH:8]=[CH:7][C:6]([NH2:9])=[C:5]([N+:10]([O-])=O)[CH:4]=1. (2) Given the product [CH3:13][Si:14]([CH3:21])([CH3:20])[CH2:15][CH2:16][O:17][CH2:18][O:10][C:9]1[C:4]2[N:3]=[CH:2][N:1]([CH2:27][O:26][CH2:25][CH2:24][Si:14]([CH3:20])([CH3:15])[CH3:13])[C:5]=2[CH:6]=[CH:7][CH:8]=1, predict the reactants needed to synthesize it. The reactants are: [NH:1]1[C:5]2[CH:6]=[CH:7][CH:8]=[C:9]([OH:10])[C:4]=2[N:3]=[CH:2]1.[H-].[Na+].[CH3:13][Si:14]([CH3:21])([CH3:20])[CH2:15][CH2:16][O:17][CH2:18]Cl.O.C1[CH2:27][O:26][CH2:25][CH2:24]1.